This data is from Forward reaction prediction with 1.9M reactions from USPTO patents (1976-2016). The task is: Predict the product of the given reaction. (1) Given the reactants C([O:4][CH2:5][C:6]([NH:8][C:9]1[CH:14]=[CH:13][C:12]([CH2:15][CH:16]2[CH2:20][CH2:19][N:18]([CH:21]3[CH2:26][CH2:25][CH2:24][CH2:23][CH2:22]3)[C:17]2=[O:27])=[C:11]([Cl:28])[CH:10]=1)=[O:7])(=O)C.[OH-].[K+].Cl, predict the reaction product. The product is: [Cl:28][C:11]1[CH:10]=[C:9]([NH:8][C:6](=[O:7])[CH2:5][OH:4])[CH:14]=[CH:13][C:12]=1[CH2:15][CH:16]1[CH2:20][CH2:19][N:18]([CH:21]2[CH2:26][CH2:25][CH2:24][CH2:23][CH2:22]2)[C:17]1=[O:27]. (2) Given the reactants [F:1][C:2]1[CH:3]=[C:4]([C@H:8]2[CH2:12][CH2:11][CH2:10][N:9]2[C:13]2[CH:18]=[CH:17][N:16]3[N:19]=[CH:20][C:21]([C:22](O)=[O:23])=[C:15]3[N:14]=2)[CH:5]=[N:6][CH:7]=1.CN(C(ON1N=[N:40][C:35]2[CH:36]=CC=N[C:34]1=2)=[N+](C)C)C.F[P-](F)(F)(F)(F)F.CC(N)C.CCN(C(C)C)C(C)C, predict the reaction product. The product is: [F:1][C:2]1[CH:3]=[C:4]([C@H:8]2[CH2:12][CH2:11][CH2:10][N:9]2[C:13]2[CH:18]=[CH:17][N:16]3[N:19]=[CH:20][C:21]([C:22]([NH:40][CH:35]([CH3:36])[CH3:34])=[O:23])=[C:15]3[N:14]=2)[CH:5]=[N:6][CH:7]=1. (3) Given the reactants [C:1]([CH2:3][C:4]1([CH2:10][N:11]([C@@H:18]2[CH2:20][C@H:19]2[C:21]2[CH:26]=[CH:25][CH:24]=[CH:23][CH:22]=2)[C:12](=[O:17])[C:13]([F:16])([F:15])[F:14])[CH2:9][CH2:8][NH:7][CH2:6][CH2:5]1)#[N:2].C=O.O.[C:30](O[BH-](OC(=O)C)OC(=O)C)(=[O:32])C.[Na+], predict the reaction product. The product is: [C:1](#[N:2])[CH3:3].[OH2:17].[C:12]([OH:17])([C:13]([F:16])([F:15])[F:14])=[O:32].[CH3:30][N:7]1[CH2:6][CH2:5][C:4]([CH2:3][C:1]#[N:2])([CH2:10][NH:11][C@@H:18]2[CH2:20][C@H:19]2[C:21]2[CH:26]=[CH:25][CH:24]=[CH:23][CH:22]=2)[CH2:9][CH2:8]1.[C:12]([OH:17])([C:13]([F:16])([F:15])[F:14])=[O:32]. (4) Given the reactants [F:1][C:2]1[CH:26]=[CH:25][C:5]([CH2:6][N:7]2[CH2:12][CH2:11][CH:10]([C:13]([NH:16][C:17](=[O:23])[C:18]([O:20]CC)=O)([CH3:15])[CH3:14])[CH2:9][C:8]2=[O:24])=[CH:4][CH:3]=1.[Li+].[CH3:28][Si]([N-][Si](C)(C)C)(C)C.CI, predict the reaction product. The product is: [F:1][C:2]1[CH:26]=[CH:25][C:5]([CH2:6][N:7]2[CH2:12][CH2:11][CH:10]3[C:9](=[C:18]([OH:20])[C:17](=[O:23])[N:16]([CH3:28])[C:13]3([CH3:14])[CH3:15])[C:8]2=[O:24])=[CH:4][CH:3]=1. (5) The product is: [OH:44][CH2:43][C@@H:41]([C@H:39]([C@@H:37]([C@@H:35]([CH2:34][OH:33])[OH:36])[OH:38])[OH:40])[OH:42].[C:1]([OH:8])(=[O:7])[CH2:2][CH2:3][C:4]([OH:6])=[O:5]. Given the reactants [C:1]([OH:8])(=[O:7])[CH2:2][CH2:3][C:4]([OH:6])=[O:5].C=C(OP(O)(O)=O)C(O)=O.C([O-])(=O)C(CC([O-])=O)O.C([O-])(=O)C=O.[O:33]=[CH:34][C@@H:35]([C@H:37]([C@@H:39]([C@@H:41]([CH2:43][OH:44])[OH:42])[OH:40])[OH:38])[OH:36], predict the reaction product. (6) Given the reactants [CH2:1]([O:3][C:4]([C:6]([CH3:22])([O:8][C:9]1[CH:14]=[CH:13][C:12]([CH:15]([CH3:20])[CH2:16][C:17]([OH:19])=O)=[CH:11][C:10]=1[CH3:21])[CH3:7])=[O:5])[CH3:2].[F:23][C:24]([F:39])([F:38])[C:25]1[CH:26]=[C:27]([C:31]2[CH:36]=[CH:35][C:34]([NH2:37])=[CH:33][CH:32]=2)[CH:28]=[CH:29][CH:30]=1, predict the reaction product. The product is: [CH2:1]([O:3][C:4](=[O:5])[C:6]([CH3:7])([O:8][C:9]1[CH:14]=[CH:13][C:12]([CH:15]([CH3:20])[CH2:16][C:17](=[O:19])[NH:37][C:34]2[CH:35]=[CH:36][C:31]([C:27]3[CH:28]=[CH:29][CH:30]=[C:25]([C:24]([F:23])([F:38])[F:39])[CH:26]=3)=[CH:32][CH:33]=2)=[CH:11][C:10]=1[CH3:21])[CH3:22])[CH3:2]. (7) Given the reactants Br[C:2]1[CH:21]=[CH:20][C:5]2[N:6]=[C:7]([NH:10][C@H:11]3[C:19]4[C:14](=[CH:15][CH:16]=[CH:17][CH:18]=4)[CH2:13][CH2:12]3)[O:8][CH2:9][C:4]=2[CH:3]=1.[CH2:22]=[CH:23][C:24]1[CH:29]=[CH:28][CH:27]=[CH:26][CH:25]=1.C1(C)C=CC=CC=1P(C1C=CC=CC=1C)C1C=CC=CC=1C.C(N(CC)CC)C, predict the reaction product. The product is: [C@H:11]1([NH:10][C:7]2[O:8][CH2:9][C:4]3[CH:3]=[C:2](/[CH:22]=[CH:23]/[C:24]4[CH:29]=[CH:28][CH:27]=[CH:26][CH:25]=4)[CH:21]=[CH:20][C:5]=3[N:6]=2)[C:19]2[C:14](=[CH:15][CH:16]=[CH:17][CH:18]=2)[CH2:13][CH2:12]1. (8) Given the reactants [CH3:1][C@@H:2]1[O:7][C@H:6]([CH3:8])[CH2:5][N:4]([C:9]2[C:14]([CH:15]=[O:16])=[CH:13][C:12](B3OC(C)(C)C(C)(C)O3)=[CH:11][N:10]=2)[CH2:3]1.Br[C:27]1[CH:32]=[CH:31][CH:30]=[CH:29][N:28]=1, predict the reaction product. The product is: [CH3:8][C@H:6]1[O:7][C@@H:2]([CH3:1])[CH2:3][N:4]([C:9]2[N:10]=[CH:11][C:12]([C:27]3[CH:32]=[CH:31][CH:30]=[CH:29][N:28]=3)=[CH:13][C:14]=2[CH:15]=[O:16])[CH2:5]1. (9) Given the reactants C(O[C:4](=[O:31])[C:5]1[CH:10]=[CH:9][C:8]([C:11]2[CH:16]=[CH:15][N:14]3[C:17]([C:20]4[CH:25]=[CH:24][CH:23]=[C:22]([N:26]5[CH:30]=[CH:29][CH:28]=[N:27]5)[CH:21]=4)=[CH:18][N:19]=[C:13]3[CH:12]=2)=[CH:7][CH:6]=1)C.[CH2:32]([CH2:34][NH2:35])[OH:33].C([O-])([O-])=O.[K+].[K+], predict the reaction product. The product is: [OH:33][CH2:32][CH2:34][NH:35][C:4](=[O:31])[C:5]1[CH:10]=[CH:9][C:8]([C:11]2[CH:16]=[CH:15][N:14]3[C:17]([C:20]4[CH:25]=[CH:24][CH:23]=[C:22]([N:26]5[CH:30]=[CH:29][CH:28]=[N:27]5)[CH:21]=4)=[CH:18][N:19]=[C:13]3[CH:12]=2)=[CH:7][CH:6]=1.